From a dataset of Full USPTO retrosynthesis dataset with 1.9M reactions from patents (1976-2016). Predict the reactants needed to synthesize the given product. (1) Given the product [Br:8][C:5]1[N:4]=[C:3]([C@@H:9]([NH:19][C:20]([O:21][C:22]([CH3:25])([CH3:24])[CH3:23])=[O:26])[CH2:10][C:11]2[CH:16]=[C:15]([F:17])[CH:14]=[C:13]([F:18])[CH:12]=2)[C:2]([B:37]([OH:42])[OH:38])=[CH:7][CH:6]=1, predict the reactants needed to synthesize it. The reactants are: Br[C:2]1[C:3]([C@@H:9]([NH:19][C:20](=[O:26])[O:21][C:22]([CH3:25])([CH3:24])[CH3:23])[CH2:10][C:11]2[CH:16]=[C:15]([F:17])[CH:14]=[C:13]([F:18])[CH:12]=2)=[N:4][C:5]([Br:8])=[CH:6][CH:7]=1.[Li+].C[Si]([N-][Si](C)(C)C)(C)C.[B:37](OC(C)C)([O:42]C(C)C)[O:38]C(C)C.C([Li])CCC. (2) Given the product [CH3:51][C:50]([CH3:53])([CH3:52])[CH2:49][C:48]([NH:47][C:37]1[C:36]([CH3:55])=[C:35]([CH2:34][C:56]2[CH:61]=[CH:60][CH:59]=[CH:58][C:57]=2[CH3:62])[C:43]2[O:42][C:41]([CH3:44])([CH3:45])[CH2:40][C:39]=2[C:38]=1[CH3:46])=[O:54], predict the reactants needed to synthesize it. The reactants are: C(C1C2OC(C)(C)CC=2C(C)=C(NC(=O)CC(C)(C)C)C=1C)=O.CC1C=CC=CC=1[Mg]Br.O[CH:34]([C:56]1[CH:61]=[CH:60][CH:59]=[CH:58][C:57]=1[CH3:62])[C:35]1[C:43]2[O:42][C:41]([CH3:45])([CH3:44])[CH2:40][C:39]=2[C:38]([CH3:46])=[C:37]([NH:47][C:48](=[O:54])[CH2:49][C:50]([CH3:53])([CH3:52])[CH3:51])[C:36]=1[CH3:55]. (3) Given the product [CH3:15][C:9]([C:6]1[CH:5]=[C:4]2[C:3](=[CH:8][CH:7]=1)[NH:1][C:18]([C:20]1[CH:21]=[CH:22][C:23]([O:26][C:27]([F:28])([F:29])[F:30])=[CH:24][CH:25]=1)=[CH:17]2)([CH3:16])[C:10]([O:12][CH2:13][CH3:14])=[O:11], predict the reactants needed to synthesize it. The reactants are: [NH:1]([C:3]1[CH:8]=[CH:7][C:6]([C:9]([CH3:16])([CH3:15])[C:10]([O:12][CH2:13][CH3:14])=[O:11])=[CH:5][CH:4]=1)N.[CH3:17][C:18]([C:20]1[CH:25]=[CH:24][C:23]([O:26][C:27]([F:30])([F:29])[F:28])=[CH:22][CH:21]=1)=O.C(O)(=O)C. (4) The reactants are: [NH2:1][C:2]1[CH:3]=[C:4]([F:29])[C:5]([F:28])=[C:6]([C@:8]23[CH2:16][O:15][C@H:14]([CH:17]([F:19])[F:18])[C@H:13]2[CH2:12][S:11][C:10]([NH:20][C:21](=[O:27])[O:22][C:23]([CH3:26])([CH3:25])[CH3:24])=[N:9]3)[CH:7]=1.C(N(CC)C(C)C)(C)C.F[P-](F)(F)(F)(F)F.[PH4+].C(=O)(O)[O-].[Na+].[CH3:52][O:53][C:54]1[N:55]=[CH:56][C:57]([C:60](O)=[O:61])=[N:58][CH:59]=1. Given the product [F:28][C:5]1[C:4]([F:29])=[CH:3][C:2]([NH:1][C:60]([C:57]2[CH:56]=[N:55][C:54]([O:53][CH3:52])=[CH:59][N:58]=2)=[O:61])=[CH:7][C:6]=1[C@:8]12[CH2:16][O:15][C@H:14]([CH:17]([F:19])[F:18])[C@H:13]1[CH2:12][S:11][C:10]([NH:20][C:21](=[O:27])[O:22][C:23]([CH3:24])([CH3:25])[CH3:26])=[N:9]2, predict the reactants needed to synthesize it. (5) Given the product [Br:1][C:2]1[CH:6]=[CH:5][S:4][C:3]=1[C:7]([N:9]([C:10]1[CH:15]=[CH:14][C:13]([O:16][Si:17]([C:20]([CH3:23])([CH3:22])[CH3:21])([CH3:18])[CH3:19])=[CH:12][CH:11]=1)[C:24](=[O:25])[O:26][C:27]([CH3:30])([CH3:29])[CH3:28])=[O:8], predict the reactants needed to synthesize it. The reactants are: [Br:1][C:2]1[CH:6]=[CH:5][S:4][C:3]=1[C:7]([NH:9][C:10]1[CH:15]=[CH:14][C:13]([O:16][Si:17]([C:20]([CH3:23])([CH3:22])[CH3:21])([CH3:19])[CH3:18])=[CH:12][CH:11]=1)=[O:8].[C:24](O[C:24]([O:26][C:27]([CH3:30])([CH3:29])[CH3:28])=[O:25])([O:26][C:27]([CH3:30])([CH3:29])[CH3:28])=[O:25]. (6) Given the product [CH:26]([N:5]1[C:6]2[C:11](=[CH:10][C:9]([Cl:25])=[CH:8][CH:7]=2)[C:12]([CH2:13][CH2:14][CH2:15][C:16]2[CH:24]=[CH:23][C:19]([C:20]([OH:22])=[O:21])=[CH:18][CH:17]=2)=[C:4]1[CH2:3][CH2:2][NH:1][S:69]([CH2:68][C:63]1[CH:64]=[CH:65][C:66]([Cl:67])=[C:61]([Cl:60])[CH:62]=1)(=[O:71])=[O:70])([C:27]1[CH:32]=[CH:31][CH:30]=[CH:29][CH:28]=1)[C:33]1[CH:34]=[CH:35][CH:36]=[CH:37][CH:38]=1, predict the reactants needed to synthesize it. The reactants are: [NH2:1][CH2:2][CH2:3][C:4]1[N:5]([CH:26]([C:33]2[CH:38]=[CH:37][CH:36]=[CH:35][CH:34]=2)[C:27]2[CH:32]=[CH:31][CH:30]=[CH:29][CH:28]=2)[C:6]2[C:11]([C:12]=1[CH2:13][CH2:14][CH2:15][C:16]1[CH:24]=[CH:23][C:19]([C:20]([OH:22])=[O:21])=[CH:18][CH:17]=1)=[CH:10][C:9]([Cl:25])=[CH:8][CH:7]=2.C[Si](N([Si](C)(C)C)C(=O)C(F)(F)F)(C)C.N1C=CC=CC=1.[Cl:60][C:61]1[CH:62]=[C:63]([CH2:68][S:69](Cl)(=[O:71])=[O:70])[CH:64]=[CH:65][C:66]=1[Cl:67].Cl. (7) The reactants are: [CH3:5][C:4]1([CH3:9])[CH2:8]C[CH2:5][C:4]([CH3:9])([CH3:8])N1.[Li]CCCC.[B:16](OC(C)C)([O:21]C(C)C)[O:17][CH:18](C)C.[F:29][C:30]1[CH:37]=[CH:36][C:33]([C:34]#[N:35])=[CH:32][CH:31]=1.CC(C)(CO)CO. Given the product [CH3:8][C:4]1([CH3:9])[CH2:18][O:17][B:16]([C:31]2[CH:32]=[C:33]([CH:36]=[CH:37][C:30]=2[F:29])[C:34]#[N:35])[O:21][CH2:5]1, predict the reactants needed to synthesize it.